This data is from Experimentally validated miRNA-target interactions with 360,000+ pairs, plus equal number of negative samples. The task is: Binary Classification. Given a miRNA mature sequence and a target amino acid sequence, predict their likelihood of interaction. (1) The miRNA is hsa-miR-181a-5p with sequence AACAUUCAACGCUGUCGGUGAGU. The protein sequence of the target gene is MALVFVYGTLKRGQPNHRVLRDGAHGSAAFRARGRTLEPYPLVIAGEHNIPWLLHLPGSGRLVEGEVYAVDERMLRFLDDFESCPALYQRTVLRVQLLEDRAPGAEEPPAPTAVQCFVYSRATFPPEWAQLPHHDSYDSEGPHGLRYNPRENR. Result: 0 (no interaction). (2) The miRNA is mmu-miR-17-5p with sequence CAAAGUGCUUACAGUGCAGGUAG. The protein sequence of the target gene is MEPGRGGVETVGKFEFSRKDLIGHGAFAVVFKGRHREKHDLEVAVKCINKKNLAKSQTLLGKEIKILKELKHENIVALYDFQEMANSVYLVMEYCNGGDLADYLHTMRTLSEDTVRLFLQQIAGAMRLLHSKGIIHRDLKPQNILLSNPGGRRANPSNIRVKIADFGFARYLQSNMMAATLCGSPMYMAPEVIMSQHYDGKADLWSIGTIVYQCLTGKAPFQASSPQDLRLFYEKNKTLVPAIPRETSAPLRQLLLALLQRNHKDRMDFDEFFHHPFLDASTPIKKSPPVPVPSYPSSGS.... Result: 1 (interaction).